The task is: Predict the product of the given reaction.. This data is from Forward reaction prediction with 1.9M reactions from USPTO patents (1976-2016). The product is: [C:2](=[O:3])([O:4][CH3:5])[O:22][CH2:21][C@H:14]1[O:13][C@@:12]2([C:23]3[C:9](=[CH:8][C:7]([Cl:6])=[C:25]([CH2:26][C:27]4[CH:28]=[CH:29][C:30]([CH2:33][CH3:34])=[CH:31][CH:32]=4)[CH:24]=3)[CH2:10][CH2:11]2)[C@H:17]([OH:18])[C@@H:16]([OH:19])[C@@H:15]1[OH:20]. Given the reactants Cl[C:2]([O:4][CH3:5])=[O:3].[Cl:6][C:7]1[CH:8]=[C:9]2[C:23](=[CH:24][C:25]=1[CH2:26][C:27]1[CH:32]=[CH:31][C:30]([CH2:33][CH3:34])=[CH:29][CH:28]=1)[C@:12]1([C@H:17]([OH:18])[C@@H:16]([OH:19])[C@H:15]([OH:20])[C@@H:14]([CH2:21][OH:22])[O:13]1)[CH2:11][CH2:10]2.Cl, predict the reaction product.